Dataset: NCI-60 drug combinations with 297,098 pairs across 59 cell lines. Task: Regression. Given two drug SMILES strings and cell line genomic features, predict the synergy score measuring deviation from expected non-interaction effect. Drug 1: CC1=C(C=C(C=C1)C(=O)NC2=CC(=CC(=C2)C(F)(F)F)N3C=C(N=C3)C)NC4=NC=CC(=N4)C5=CN=CC=C5. Drug 2: C1CNP(=O)(OC1)N(CCCl)CCCl. Cell line: BT-549. Synergy scores: CSS=-5.25, Synergy_ZIP=3.28, Synergy_Bliss=1.16, Synergy_Loewe=-0.932, Synergy_HSA=-4.88.